From a dataset of Forward reaction prediction with 1.9M reactions from USPTO patents (1976-2016). Predict the product of the given reaction. (1) Given the reactants [Cl:1][C:2]1[CH:3]=[CH:4][C:5]2[O:10][C:9](=O)[NH:8][C:7](=[O:12])[C:6]=2[CH:13]=1.C([O:16][C:17](=[O:26])[CH2:18][CH2:19][CH2:20][CH2:21][CH2:22][CH2:23]CBr)C, predict the reaction product. The product is: [Cl:1][C:2]1[CH:13]=[C:6]([C:7]([NH:8][CH2:9][CH2:23][CH2:22][CH2:21][CH2:20][CH2:19][CH2:18][C:17]([OH:26])=[O:16])=[O:12])[C:5]([OH:10])=[CH:4][CH:3]=1. (2) Given the reactants [F:1][C:2]1[CH:14]=[CH:13][C:5]([C:6](=[O:12])[NH:7][CH2:8][C:9]([OH:11])=O)=[CH:4][CH:3]=1.[CH3:15][O:16][C:17]1[CH:22]=[CH:21][C:20]([CH:23]([NH2:30])[C:24]2[CH:29]=[CH:28][CH:27]=[CH:26][CH:25]=2)=[CH:19][CH:18]=1, predict the reaction product. The product is: [F:1][C:2]1[CH:3]=[CH:4][C:5]([C:6]([NH:7][CH2:8][C:9](=[O:11])[NH:30][CH:23]([C:20]2[CH:19]=[CH:18][C:17]([O:16][CH3:15])=[CH:22][CH:21]=2)[C:24]2[CH:25]=[CH:26][CH:27]=[CH:28][CH:29]=2)=[O:12])=[CH:13][CH:14]=1. (3) Given the reactants [CH3:1][C:2]1[O:6][C:5]([CH2:7][CH:8]2[CH2:13][CH2:12][N:11]([C:14](=[O:17])[CH:15]=[CH2:16])[CH2:10][CH2:9]2)=[N:4][N:3]=1.Br[C:19]1[CH:31]=[CH:30][C:29]([Cl:32])=[CH:28][C:20]=1[CH2:21][C:22]1[O:23][C:24]([CH3:27])=[CH:25][N:26]=1, predict the reaction product. The product is: [Cl:32][C:29]1[CH:30]=[CH:31][C:19](/[CH:16]=[CH:15]/[C:14]([N:11]2[CH2:12][CH2:13][CH:8]([CH2:7][C:5]3[O:6][C:2]([CH3:1])=[N:3][N:4]=3)[CH2:9][CH2:10]2)=[O:17])=[C:20]([CH2:21][C:22]2[O:23][C:24]([CH3:27])=[CH:25][N:26]=2)[CH:28]=1. (4) Given the reactants [C:1]([C:5]1[CH:6]=[C:7]2[C:12](=[C:13]([F:15])[CH:14]=1)[C:11](=[O:16])[N:10]([C:17]1[N:24]=[CH:23][CH:22]=[C:21]([C:25]3[CH:30]=[C:29]([NH:31][C:32]4[CH:36]=[C:35]([CH2:37][CH3:38])[O:34][N:33]=4)[C:28](=[O:39])[N:27]([CH3:40])[CH:26]=3)[C:18]=1[CH:19]=[O:20])[N:9]=[CH:8]2)([CH3:4])([CH3:3])[CH3:2].[BH4-].[Na+], predict the reaction product. The product is: [C:1]([C:5]1[CH:6]=[C:7]2[C:12](=[C:13]([F:15])[CH:14]=1)[C:11](=[O:16])[N:10]([C:17]1[C:18]([CH2:19][OH:20])=[C:21]([C:25]3[CH:30]=[C:29]([NH:31][C:32]4[CH:36]=[C:35]([CH2:37][CH3:38])[O:34][N:33]=4)[C:28](=[O:39])[N:27]([CH3:40])[CH:26]=3)[CH:22]=[CH:23][N:24]=1)[N:9]=[CH:8]2)([CH3:3])([CH3:2])[CH3:4]. (5) Given the reactants [F:1][C:2]1[C:7](F)=[CH:6][C:5]([CH2:9][OH:10])=[C:4]([N+:11]([O-:13])=[O:12])[CH:3]=1.C(=O)([O-])[O-].[K+].[K+].[C:20]1([OH:26])[CH:25]=[CH:24][CH:23]=[CH:22][CH:21]=1, predict the reaction product. The product is: [F:1][C:2]1[C:7]([O:26][C:20]2[CH:25]=[CH:24][CH:23]=[CH:22][CH:21]=2)=[CH:6][C:5]([CH2:9][OH:10])=[C:4]([N+:11]([O-:13])=[O:12])[CH:3]=1.